This data is from Catalyst prediction with 721,799 reactions and 888 catalyst types from USPTO. The task is: Predict which catalyst facilitates the given reaction. (1) Reactant: [NH2:1][C:2]1[C:3]2[S:11][CH:10]=[C:9]([C:12]3[CH:13]=[C:14]([CH:18]=[CH:19][CH:20]=3)[C:15]([OH:17])=O)[C:4]=2[N:5]=[C:6]([Cl:8])[N:7]=1.Cl.CN.[CH2:24]([N:26]=C=NCCCN(C)C)C.OC1C2N=NNC=2C=CC=1.CN(C)C. Product: [NH2:1][C:2]1[C:3]2[S:11][CH:10]=[C:9]([C:12]3[CH:13]=[C:14]([CH:18]=[CH:19][CH:20]=3)[C:15]([NH:26][CH3:24])=[O:17])[C:4]=2[N:5]=[C:6]([Cl:8])[N:7]=1. The catalyst class is: 42. (2) Reactant: C1(C)C=CC=CC=1.[F:8][C:9]([F:20])([F:19])[C:10]([C:12]1[CH:17]=[CH:16][C:15]([F:18])=[CH:14][CH:13]=1)=[O:11].[B]1OC2C(=CC=CC=2)O1.Cl. Product: [F:20][C:9]([F:8])([F:19])[C@@H:10]([C:12]1[CH:13]=[CH:14][C:15]([F:18])=[CH:16][CH:17]=1)[OH:11]. The catalyst class is: 866. (3) Reactant: [F:1][C:2]([F:30])([F:29])[C:3]1[CH:28]=[CH:27][C:6]2[NH:7][C:8]3[CH:26]=[CH:25][CH:24]=[CH:23][C:9]=3[N:10]=[C:11]([N:12]3[CH2:17][CH2:16][NH:15][C@@H:14]([CH2:18][CH2:19][CH2:20][O:21][CH3:22])[CH2:13]3)[C:5]=2[CH:4]=1.C=O.[C:33](O[BH-](OC(=O)C)OC(=O)C)(=O)C.[Na+]. Product: [F:30][C:2]([F:29])([F:1])[C:3]1[CH:28]=[CH:27][C:6]2[NH:7][C:8]3[CH:26]=[CH:25][CH:24]=[CH:23][C:9]=3[N:10]=[C:11]([N:12]3[CH2:17][CH2:16][N:15]([CH3:33])[C@@H:14]([CH2:18][CH2:19][CH2:20][O:21][CH3:22])[CH2:13]3)[C:5]=2[CH:4]=1. The catalyst class is: 46. (4) Reactant: [C:1]([O:5][C:6]([N:8]1[CH2:12][CH:11]([O:13][C:14]2[CH:19]=[C:18]([N+:20]([O-])=O)[CH:17]=[C:16]([F:23])[CH:15]=2)[CH2:10][CH:9]1[CH2:24][O:25][CH3:26])=[O:7])([CH3:4])([CH3:3])[CH3:2].[H][H]. Product: [C:1]([O:5][C:6]([N:8]1[CH2:12][CH:11]([O:13][C:14]2[CH:15]=[C:16]([F:23])[CH:17]=[C:18]([NH2:20])[CH:19]=2)[CH2:10][CH:9]1[CH2:24][O:25][CH3:26])=[O:7])([CH3:4])([CH3:3])[CH3:2]. The catalyst class is: 563. (5) Reactant: [CH2:1]([O:8][C:9]([NH:11][CH2:12][CH2:13][C@H:14]([OH:18])[C:15]([OH:17])=[O:16])=[O:10])[C:2]1[CH:7]=[CH:6][CH:5]=[CH:4][CH:3]=1.N1C=CC=CC=1.[C:25](Cl)(=[O:32])[C:26]1[CH:31]=[CH:30][CH:29]=[CH:28][CH:27]=1. Product: [C:25]([O:18][C@@H:14]([CH2:13][CH2:12][NH:11][C:9]([O:8][CH2:1][C:2]1[CH:3]=[CH:4][CH:5]=[CH:6][CH:7]=1)=[O:10])[C:15]([OH:17])=[O:16])(=[O:32])[C:26]1[CH:31]=[CH:30][CH:29]=[CH:28][CH:27]=1. The catalyst class is: 230.